The task is: Predict which catalyst facilitates the given reaction.. This data is from Catalyst prediction with 721,799 reactions and 888 catalyst types from USPTO. Product: [Br:1][C:2]1[CH:9]=[CH:8][C:5]([CH2:6][O:7][C:17]2[CH:22]=[CH:21][CH:20]=[CH:19][N:18]=2)=[CH:4][CH:3]=1. The catalyst class is: 9. Reactant: [Br:1][C:2]1[CH:9]=[CH:8][C:5]([CH2:6][OH:7])=[CH:4][CH:3]=1.CC(C)([O-])C.[K+].F[C:17]1[CH:22]=[CH:21][CH:20]=[CH:19][N:18]=1.